This data is from Forward reaction prediction with 1.9M reactions from USPTO patents (1976-2016). The task is: Predict the product of the given reaction. (1) Given the reactants [C:1]1([C:7]2[CH2:8][CH2:9][NH:10][CH2:11][CH:12]=2)[CH:6]=[CH:5][CH:4]=[CH:3][CH:2]=1.C(N(C(C)C)CC)(C)C.C([O-])([O-])=O.[K+].[K+].F[C:29]1[CH:34]=[CH:33][C:32]([N+:35]([O-:37])=[O:36])=[CH:31][CH:30]=1.C([O-])(O)=O.[Na+], predict the reaction product. The product is: [N+:35]([C:32]1[CH:33]=[CH:34][C:29]([N:10]2[CH2:9][CH:8]=[C:7]([C:1]3[CH:6]=[CH:5][CH:4]=[CH:3][CH:2]=3)[CH2:12][CH2:11]2)=[CH:30][CH:31]=1)([O-:37])=[O:36]. (2) Given the reactants [Cl:1][C:2]1[C:10]2[N:9]=[C:8]([NH:11][C:12]3[CH:17]=[CH:16][C:15]([Cl:18])=[CH:14][CH:13]=3)[N:7]([CH2:19][CH2:20][CH2:21][C:22](OCC)=[O:23])[C:6]=2[C:5]([CH:27]([CH2:30][CH3:31])[CH2:28][CH3:29])=[CH:4][CH:3]=1.[BH4-].[Li+].O, predict the reaction product. The product is: [Cl:1][C:2]1[C:10]2[N:9]=[C:8]([NH:11][C:12]3[CH:17]=[CH:16][C:15]([Cl:18])=[CH:14][CH:13]=3)[N:7]([CH2:19][CH2:20][CH2:21][CH2:22][OH:23])[C:6]=2[C:5]([CH:27]([CH2:30][CH3:31])[CH2:28][CH3:29])=[CH:4][CH:3]=1. (3) Given the reactants Cl.[NH2:2][C:3]1[C:12]2[N:13]=[C:14]([CH2:28][CH3:29])[N:15]([CH2:16][CH2:17][CH2:18][CH2:19][NH:20]C(=O)OC(C)(C)C)[C:11]=2[C:10]2[CH:9]=[CH:8][C:7]([O:30][CH2:31][C:32]3[CH:37]=[CH:36][CH:35]=[CH:34][CH:33]=3)=[CH:6][C:5]=2[N:4]=1, predict the reaction product. The product is: [NH2:20][CH2:19][CH2:18][CH2:17][CH2:16][N:15]1[C:11]2[C:10]3[CH:9]=[CH:8][C:7]([O:30][CH2:31][C:32]4[CH:33]=[CH:34][CH:35]=[CH:36][CH:37]=4)=[CH:6][C:5]=3[N:4]=[C:3]([NH2:2])[C:12]=2[N:13]=[C:14]1[CH2:28][CH3:29]. (4) Given the reactants [CH3:1][N:2]([CH3:28])[C:3]([N:5]1[C:14]2[C:9](=[CH:10][CH:11]=[CH:12][CH:13]=2)[N:8]([C:15]([N:17]2[CH2:21][CH2:20][CH:19]([C:22]3[CH:23]=[N:24][CH:25]=[CH:26][CH:27]=3)[CH2:18]2)=[O:16])[CH2:7][CH2:6]1)=[O:4].[ClH:29], predict the reaction product. The product is: [ClH:29].[CH3:1][N:2]([CH3:28])[C:3]([N:5]1[C:14]2[C:9](=[CH:10][CH:11]=[CH:12][CH:13]=2)[N:8]([C:15]([N:17]2[CH2:21][CH2:20][CH:19]([C:22]3[CH:23]=[N:24][CH:25]=[CH:26][CH:27]=3)[CH2:18]2)=[O:16])[CH2:7][CH2:6]1)=[O:4]. (5) Given the reactants [CH:1]1([N:4]2[C:8]([C:9]3([C:13]4[S:14][CH:15]=[CH:16][CH:17]=4)[CH2:12][CH2:11][CH2:10]3)=[N:7][N:6]=[C:5]2[C:18]2[CH:19]=[C:20]([CH:25]=[CH:26][CH:27]=2)[C:21]([O:23]C)=[O:22])[CH2:3][CH2:2]1.[OH-].[Na+].C(OCC)(=O)C, predict the reaction product. The product is: [CH:1]1([N:4]2[C:8]([C:9]3([C:13]4[S:14][CH:15]=[CH:16][CH:17]=4)[CH2:10][CH2:11][CH2:12]3)=[N:7][N:6]=[C:5]2[C:18]2[CH:19]=[C:20]([C:21]([OH:23])=[O:22])[CH:25]=[CH:26][CH:27]=2)[CH2:2][CH2:3]1.